The task is: Regression. Given a peptide amino acid sequence and an MHC pseudo amino acid sequence, predict their binding affinity value. This is MHC class II binding data.. This data is from Peptide-MHC class II binding affinity with 134,281 pairs from IEDB. (1) The peptide sequence is TLTAFGFASADLIEI. The MHC is HLA-DQA10101-DQB10501 with pseudo-sequence HLA-DQA10101-DQB10501. The binding affinity (normalized) is 0.559. (2) The peptide sequence is LPRLIAFTSEHSHFS. The MHC is HLA-DPA10201-DPB10501 with pseudo-sequence HLA-DPA10201-DPB10501. The binding affinity (normalized) is 0.299.